From a dataset of Forward reaction prediction with 1.9M reactions from USPTO patents (1976-2016). Predict the product of the given reaction. Given the reactants Br[C:2]1[CH:7]=[CH:6][C:5]([CH:8]([CH:11]2[CH2:16][CH2:15][CH2:14][CH2:13][CH2:12]2)[C:9]#[N:10])=[CH:4][CH:3]=1.[C:17]1(B(O)O)[C:26]2[C:21](=[CH:22][CH:23]=[CH:24][CH:25]=2)[CH:20]=[CH:19][CH:18]=1.C([O-])([O-])=O.[Na+].[Na+], predict the reaction product. The product is: [CH:11]1([CH:8]([C:5]2[CH:6]=[CH:7][C:2]([C:25]3[C:26]4[C:21](=[CH:20][CH:19]=[CH:18][CH:17]=4)[CH:22]=[CH:23][CH:24]=3)=[CH:3][CH:4]=2)[C:9]#[N:10])[CH2:16][CH2:15][CH2:14][CH2:13][CH2:12]1.